Predict the product of the given reaction. From a dataset of Forward reaction prediction with 1.9M reactions from USPTO patents (1976-2016). (1) Given the reactants [Cl:1][C:2]1[CH:3]=[C:4]([N:9]2[CH2:14][CH2:13][NH:12][CH2:11][CH2:10]2)[CH:5]=[CH:6][C:7]=1[Cl:8].[N:15]([C:18]1[CH:27]=[CH:26][CH:25]=[C:24]2[C:19]=1[CH:20]=[CH:21][N:22]=[CH:23]2)=[C:16]=[O:17], predict the reaction product. The product is: [Cl:1][C:2]1[CH:3]=[C:4]([N:9]2[CH2:14][CH2:13][N:12]([C:16]([NH:15][C:18]3[CH:27]=[CH:26][CH:25]=[C:24]4[C:19]=3[CH:20]=[CH:21][N:22]=[CH:23]4)=[O:17])[CH2:11][CH2:10]2)[CH:5]=[CH:6][C:7]=1[Cl:8]. (2) Given the reactants [C:1]([CH2:4][CH2:5][CH2:6][CH2:7][CH2:8][N+:9]1[C:17]2[C:12](=[C:13]([F:19])[CH:14]=[C:15]([F:18])[CH:16]=2)[C:11]([CH3:21])([CH3:20])[C:10]=1[CH3:22])([OH:3])=[O:2].Cl.[C:24]1([N:30]=[CH:31][CH2:32][CH:33]=NC2C=CC=CC=2)[CH:29]=[CH:28][CH:27]=[CH:26][CH:25]=1.C(OC(=O)C)(=O)C, predict the reaction product. The product is: [F:19][C:13]1[CH:14]=[C:15]([F:18])[CH:16]=[C:17]2[C:12]=1[C:11]([CH3:21])([CH3:20])/[C:10](=[CH:22]\[CH:33]=[CH:32]\[CH:31]=[N:30]\[C:24]1[CH:29]=[CH:28][CH:27]=[CH:26][CH:25]=1)/[N:9]2[CH2:8][CH2:7][CH2:6][CH2:5][CH2:4][C:1]([OH:3])=[O:2]. (3) Given the reactants FC(F)(F)C(O)=O.[Cl:8][C:9]1[C:10]([F:38])=[C:11]([C@@H:15]2[C@:19]([C:22]3[CH:27]=[CH:26][C:25]([Cl:28])=[CH:24][C:23]=3[F:29])([C:20]#[N:21])[C@H:18]([CH2:30][C:31]([CH3:34])([CH3:33])[CH3:32])[NH:17][C@H:16]2[C:35](O)=[O:36])[CH:12]=[CH:13][CH:14]=1.CCN(C(C)C)C(C)C.C1(P(Cl)(C2C=CC=CC=2)=O)C=CC=CC=1.[NH2:63][C:64]1[CH:76]=[CH:75][C:67]([C:68]([O:70][C:71]([CH3:74])([CH3:73])[CH3:72])=[O:69])=[C:66]([F:77])[CH:65]=1, predict the reaction product. The product is: [C:71]([O:70][C:68](=[O:69])[C:67]1[CH:75]=[CH:76][C:64]([NH:63][C:35]([C@H:16]2[C@H:15]([C:11]3[CH:12]=[CH:13][CH:14]=[C:9]([Cl:8])[C:10]=3[F:38])[C@:19]([C:22]3[CH:27]=[CH:26][C:25]([Cl:28])=[CH:24][C:23]=3[F:29])([C:20]#[N:21])[C@H:18]([CH2:30][C:31]([CH3:33])([CH3:32])[CH3:34])[NH:17]2)=[O:36])=[CH:65][C:66]=1[F:77])([CH3:74])([CH3:72])[CH3:73]. (4) Given the reactants [CH3:1][O:2][C:3](=[O:24])[C:4]1[CH:9]=[C:8]([N+:10]([O-])=O)[C:7]([C:13]2[C:14]([F:20])=[N:15][CH:16]=[C:17]([CH3:19])[CH:18]=2)=[C:6]([N+:21]([O-])=O)[CH:5]=1, predict the reaction product. The product is: [CH3:1][O:2][C:3](=[O:24])[C:4]1[CH:5]=[C:6]([NH2:21])[C:7]([C:13]2[C:14]([F:20])=[N:15][CH:16]=[C:17]([CH3:19])[CH:18]=2)=[C:8]([NH2:10])[CH:9]=1. (5) Given the reactants [CH3:1][O:2][C:3]1[CH:8]=[CH:7][C:6]([C:9]2[CH:10]=[C:11]3[C:15](=[CH:16][CH:17]=2)[NH:14][C:13]2[N:18]=[CH:19][C:20]([C:22]4[CH:27]=[CH:26][CH:25]=[C:24]([N+:28]([O-])=O)[CH:23]=4)=[CH:21][C:12]3=2)=[CH:5][CH:4]=1.CO, predict the reaction product. The product is: [CH3:1][O:2][C:3]1[CH:4]=[CH:5][C:6]([C:9]2[CH:10]=[C:11]3[C:15](=[CH:16][CH:17]=2)[NH:14][C:13]2[N:18]=[CH:19][C:20]([C:22]4[CH:23]=[C:24]([NH2:28])[CH:25]=[CH:26][CH:27]=4)=[CH:21][C:12]3=2)=[CH:7][CH:8]=1. (6) Given the reactants [CH3:1][O:2][C:3](=[O:14])[C:4]1[CH:13]=[CH:12][CH:11]=[C:6]([C:7](OC)=[O:8])[CH:5]=1, predict the reaction product. The product is: [CH3:1][O:2][C:3](=[O:14])[C:4]1[CH:13]=[CH:12][CH:11]=[C:6]([CH2:7][OH:8])[CH:5]=1.